From a dataset of Forward reaction prediction with 1.9M reactions from USPTO patents (1976-2016). Predict the product of the given reaction. (1) Given the reactants [Cl:1][C:2]1[N:3]=[C:4]([N:13]2[CH2:18][CH2:17][O:16][CH2:15][CH2:14]2)[C:5]2[S:10][C:9]([CH:11]=O)=[CH:8][C:6]=2[N:7]=1.Cl.[CH3:20][S:21]([N:24]1[CH2:29][CH2:28][NH:27][CH2:26][C:25]1([CH3:31])[CH3:30])(=[O:23])=[O:22], predict the reaction product. The product is: [Cl:1][C:2]1[N:3]=[C:4]([N:13]2[CH2:18][CH2:17][O:16][CH2:15][CH2:14]2)[C:5]2[S:10][C:9]([CH2:11][N:27]3[CH2:28][CH2:29][N:24]([S:21]([CH3:20])(=[O:22])=[O:23])[C:25]([CH3:31])([CH3:30])[CH2:26]3)=[CH:8][C:6]=2[N:7]=1. (2) Given the reactants CN1CCOCC1.F[P-](F)(F)(F)(F)F.N1(O[P+](N(C)C)(N(C)C)N(C)C)C2C=CC=CC=2N=N1.[CH3:35][C:36]1([C:42]([OH:44])=O)[CH2:41][CH2:40][CH2:39][CH2:38][CH2:37]1.Cl.[Cl:46][C:47]1[C:48]([CH3:63])=[C:49]([S:53]([N:56]2[CH2:61][CH2:60][CH2:59][C@H:58]([NH2:62])[CH2:57]2)(=[O:55])=[O:54])[CH:50]=[CH:51][CH:52]=1.C(O)(C(F)(F)F)=O, predict the reaction product. The product is: [Cl:46][C:47]1[C:48]([CH3:63])=[C:49]([S:53]([N:56]2[CH2:61][CH2:60][CH2:59][C@H:58]([NH:62][C:42]([C:36]3([CH3:35])[CH2:37][CH2:38][CH2:39][CH2:40][CH2:41]3)=[O:44])[CH2:57]2)(=[O:54])=[O:55])[CH:50]=[CH:51][CH:52]=1. (3) Given the reactants [CH2:1]([O:3][C:4](=[O:18])[CH:5]([O:15][CH2:16][CH3:17])[CH2:6][C:7]1[CH:12]=[CH:11][C:10]([OH:13])=[CH:9][C:8]=1[CH3:14])[CH3:2].[CH3:19][CH:20]([CH3:39])[CH:21]([C:23]1[S:27][C:26]([C:28]2[CH:33]=[CH:32][C:31]([C:34]([F:37])([F:36])[F:35])=[CH:30][CH:29]=2)=[N:25][C:24]=1[CH3:38])O.C(P(CCCC)CCCC)CCC.CN(C)C(N=NC(N(C)C)=O)=O, predict the reaction product. The product is: [CH2:1]([O:3][C:4](=[O:18])[CH:5]([O:15][CH2:16][CH3:17])[CH2:6][C:7]1[CH:12]=[CH:11][C:10]([O:13][CH:21]([C:23]2[S:27][C:26]([C:28]3[CH:33]=[CH:32][C:31]([C:34]([F:36])([F:37])[F:35])=[CH:30][CH:29]=3)=[N:25][C:24]=2[CH3:38])[CH:20]([CH3:39])[CH3:19])=[CH:9][C:8]=1[CH3:14])[CH3:2]. (4) Given the reactants [N+:1]([C:4]1[CH:9]=[CH:8][CH:7]=[C:6]([NH2:10])[C:5]=1[NH2:11])([O-:3])=[O:2].[N:12]([O-])=O.[Na+], predict the reaction product. The product is: [N+:1]([C:4]1[C:5]2[N:11]=[N:12][NH:10][C:6]=2[CH:7]=[CH:8][CH:9]=1)([O-:3])=[O:2]. (5) Given the reactants C[Si]([N-][Si](C)(C)C)(C)C.[Li+].[Br:11][C:12]1[CH:13]=[C:14]([CH:19]2SCCCS2)[CH:15]=[CH:16][C:17]=1[F:18].[O:25]1[CH2:30][CH2:29][CH:28]([CH:31]=[O:32])[CH2:27][CH2:26]1.[Cl-].[NH4+].BrN1C(=[O:41])CCC1=O.S([O-])([O-])=O.[Na+].[Na+], predict the reaction product. The product is: [Br:11][C:12]1[CH:13]=[C:14]([C:19](=[O:41])[C:31]([CH:28]2[CH2:29][CH2:30][O:25][CH2:26][CH2:27]2)=[O:32])[CH:15]=[CH:16][C:17]=1[F:18]. (6) Given the reactants B.O1CCCC1.B1(C)OC(C2C=CC=CC=2)(C2C=CC=CC=2)[C@H]2N1CCC2.[Br:28][C:29]1[CH:38]=[CH:37][C:32]([C:33](=[O:36])[CH2:34][Br:35])=[CH:31][CH:30]=1.Cl, predict the reaction product. The product is: [Br:35][CH2:34][C@H:33]([C:32]1[CH:37]=[CH:38][C:29]([Br:28])=[CH:30][CH:31]=1)[OH:36].